This data is from Forward reaction prediction with 1.9M reactions from USPTO patents (1976-2016). The task is: Predict the product of the given reaction. (1) Given the reactants Cl.Cl.[CH2:3]([C:7]1[N:8]=[N:9][C:10]([O:26][CH2:27][C:28]2([F:34])[CH2:33][CH2:32][NH:31][CH2:30][CH2:29]2)=[CH:11][C:12]=1[C:13]1[CH:18]=[CH:17][C:16]([O:19][CH:20]2[CH2:25][CH2:24][CH2:23][CH2:22][CH2:21]2)=[CH:15][CH:14]=1)[CH2:4][CH2:5][CH3:6].C=O.[C:37](O[BH-](OC(=O)C)OC(=O)C)(=O)C.[Na+], predict the reaction product. The product is: [CH2:3]([C:7]1[N:8]=[N:9][C:10]([O:26][CH2:27][C:28]2([F:34])[CH2:33][CH2:32][N:31]([CH3:37])[CH2:30][CH2:29]2)=[CH:11][C:12]=1[C:13]1[CH:14]=[CH:15][C:16]([O:19][CH:20]2[CH2:21][CH2:22][CH2:23][CH2:24][CH2:25]2)=[CH:17][CH:18]=1)[CH2:4][CH2:5][CH3:6]. (2) Given the reactants [Br:1][C:2]1[N:6]=[C:5]([NH:7][CH2:8][C:9]2[CH:14]=[CH:13][C:12]([O:15][CH3:16])=[CH:11][CH:10]=2)[S:4][N:3]=1.C[Si]([N-][Si](C)(C)C)(C)C.[Li+].[CH3:27][N:28]1[C:36]2[C:31](=[CH:32][CH:33]=[C:34]([S:37](OC3C(F)=C(F)C(F)=C(F)C=3F)(=[O:39])=[O:38])[CH:35]=2)[C:30]([C:52]2[CH:57]=[CH:56][C:55]([C:58]([F:61])([F:60])[F:59])=[CH:54][C:53]=2[C:62]2[N:66]([CH3:67])[N:65]=[CH:64][CH:63]=2)=[CH:29]1, predict the reaction product. The product is: [Br:1][C:2]1[N:6]=[C:5]([N:7]([CH2:8][C:9]2[CH:14]=[CH:13][C:12]([O:15][CH3:16])=[CH:11][CH:10]=2)[S:37]([C:34]2[CH:35]=[C:36]3[C:31]([C:30]([C:52]4[CH:57]=[CH:56][C:55]([C:58]([F:61])([F:60])[F:59])=[CH:54][C:53]=4[C:62]4[N:66]([CH3:67])[N:65]=[CH:64][CH:63]=4)=[CH:29][N:28]3[CH3:27])=[CH:32][CH:33]=2)(=[O:39])=[O:38])[S:4][N:3]=1. (3) Given the reactants C1COCC1.[H-].[Al+3].[Li+].[H-].[H-].[H-].[F:12][C:13]1[CH:14]=[C:15]([CH:18]=[CH:19][C:20]=1[N:21]1[CH2:26][CH2:25][O:24][CH2:23][CH2:22]1)[C:16]#[N:17].[OH-].[Na+], predict the reaction product. The product is: [F:12][C:13]1[CH:14]=[C:15]([CH:18]=[CH:19][C:20]=1[N:21]1[CH2:26][CH2:25][O:24][CH2:23][CH2:22]1)[CH2:16][NH2:17]. (4) The product is: [ClH:1].[Br:26][CH2:16][C:15]([C:13]1[CH:12]=[CH:11][C:10]2[N:6]([CH2:2][CH:3]([CH3:4])[CH3:5])[C:7]([C:18]3[CH:23]=[CH:22][CH:21]=[C:20]([O:24][CH3:25])[CH:19]=3)=[N:8][C:9]=2[CH:14]=1)=[O:17]. Given the reactants [ClH:1].[CH2:2]([N:6]1[C:10]2[CH:11]=[CH:12][C:13]([C:15](=[O:17])[CH3:16])=[CH:14][C:9]=2[N:8]=[C:7]1[C:18]1[CH:23]=[CH:22][CH:21]=[C:20]([O:24][CH3:25])[CH:19]=1)[CH:3]([CH3:5])[CH3:4].[Br:26]Br.C(OCC)C, predict the reaction product.